Dataset: Peptide-MHC class I binding affinity with 185,985 pairs from IEDB/IMGT. Task: Regression. Given a peptide amino acid sequence and an MHC pseudo amino acid sequence, predict their binding affinity value. This is MHC class I binding data. The peptide sequence is TYVEEITD. The MHC is H-2-Kd with pseudo-sequence H-2-Kd. The binding affinity (normalized) is 0.